Regression. Given a peptide amino acid sequence and an MHC pseudo amino acid sequence, predict their binding affinity value. This is MHC class II binding data. From a dataset of Peptide-MHC class II binding affinity with 134,281 pairs from IEDB. (1) The peptide sequence is FLAVAVVLGLATSPT. The MHC is HLA-DQA10401-DQB10402 with pseudo-sequence HLA-DQA10401-DQB10402. The binding affinity (normalized) is 0.294. (2) The peptide sequence is LTYQWHKEGSSIGKL. The MHC is DRB1_0802 with pseudo-sequence DRB1_0802. The binding affinity (normalized) is 0.158. (3) The peptide sequence is RPGVSKKFLSLLTSS. The MHC is DRB1_0802 with pseudo-sequence DRB1_0802. The binding affinity (normalized) is 0.638. (4) The peptide sequence is KVERQWIPSVCFSTL. The MHC is HLA-DQA10201-DQB10402 with pseudo-sequence HLA-DQA10201-DQB10402. The binding affinity (normalized) is 0.334. (5) The peptide sequence is YRSLQPEEFAVVDLS. The MHC is HLA-DQA10501-DQB10201 with pseudo-sequence HLA-DQA10501-DQB10201. The binding affinity (normalized) is 0.420. (6) The peptide sequence is GAVFLGFLGAAGSTMG. The MHC is DRB1_1001 with pseudo-sequence DRB1_1001. The binding affinity (normalized) is 0.923. (7) The peptide sequence is PRSPTVFYNIPPMPLPPSQL. The MHC is DRB1_1302 with pseudo-sequence DRB1_1302. The binding affinity (normalized) is 1.00.